Predict the reactants needed to synthesize the given product. From a dataset of Full USPTO retrosynthesis dataset with 1.9M reactions from patents (1976-2016). (1) Given the product [OH:52][C@H:39]([C:40]1[CH:45]=[CH:44][C:43]([OH:46])=[C:42]([NH:47][S:48]([CH3:51])(=[O:49])=[O:50])[CH:41]=1)[CH2:38][NH:37][CH2:36][CH:33]1[CH2:32][CH2:31][N:30]([C:27]2[CH:28]=[CH:29][C:24]([C:23]([NH:22][C@H:10]([CH2:11][C:12]([OH:14])=[O:13])[C:9]([OH:54])=[O:8])=[O:53])=[CH:25][CH:26]=2)[CH2:35][CH2:34]1, predict the reactants needed to synthesize it. The reactants are: C([O:8][C:9](=[O:54])[C@H:10]([NH:22][C:23](=[O:53])[C:24]1[CH:29]=[CH:28][C:27]([N:30]2[CH2:35][CH2:34][CH:33]([CH2:36][NH:37][CH2:38][C@H:39]([OH:52])[C:40]3[CH:45]=[CH:44][C:43]([OH:46])=[C:42]([NH:47][S:48]([CH3:51])(=[O:50])=[O:49])[CH:41]=3)[CH2:32][CH2:31]2)=[CH:26][CH:25]=1)[CH2:11][C:12]([O:14]CC1C=CC=CC=1)=[O:13])C1C=CC=CC=1. (2) Given the product [Cl:13][C:5]1[C:4]2[C:9](=[CH:10][CH:11]=[C:2]([NH:23][CH2:22][C:21]3[CH:24]=[CH:25][CH:26]=[C:19]([C:16]4[CH:17]=[CH:18][S:14][CH:15]=4)[CH:20]=3)[CH:3]=2)[C:8](=[O:12])[NH:7][N:6]=1, predict the reactants needed to synthesize it. The reactants are: Br[C:2]1[CH:3]=[C:4]2[C:9](=[CH:10][CH:11]=1)[C:8](=[O:12])[NH:7][N:6]=[C:5]2[Cl:13].[S:14]1[CH:18]=[CH:17][C:16]([C:19]2[CH:20]=[C:21]([CH:24]=[CH:25][CH:26]=2)[CH2:22][NH2:23])=[CH:15]1.C1C=CC(P(C2C(C3C(P(C4C=CC=CC=4)C4C=CC=CC=4)=CC=C4C=3C=CC=C4)=C3C(C=CC=C3)=CC=2)C2C=CC=CC=2)=CC=1.CC([O-])(C)C.[Na+]. (3) Given the product [Br:1][C:2]1[CH:17]=[C:6]([NH:7][CH2:8][C:9]2[CH:14]=[CH:13][C:12]([O:15][CH3:16])=[CH:11][CH:10]=2)[C:5]([NH2:18])=[CH:4][CH:3]=1, predict the reactants needed to synthesize it. The reactants are: [Br:1][C:2]1[CH:3]=[CH:4][C:5]([N+:18]([O-])=O)=[C:6]([CH:17]=1)[NH:7][CH2:8][C:9]1[CH:14]=[CH:13][C:12]([O:15][CH3:16])=[CH:11][CH:10]=1.[Cl-].[NH4+]. (4) Given the product [C:1]1([C:8]2[CH:13]=[CH:12][CH:11]=[CH:10][CH:9]=2)[CH:2]=[CH:3][CH:4]=[C:5]([NH:29][C:15]2[C:16]([N+:23]([O-:25])=[O:24])=[C:17]([CH:20]=[CH:21][CH:22]=2)[C:18]#[N:19])[CH:6]=1, predict the reactants needed to synthesize it. The reactants are: [C:1]1([C:8]2[CH:13]=[CH:12][CH:11]=[CH:10][CH:9]=2)[C:2](N)=[CH:3][CH:4]=[CH:5][CH:6]=1.F[C:15]1[C:16]([N+:23]([O-:25])=[O:24])=[C:17]([CH:20]=[CH:21][CH:22]=1)[C:18]#[N:19].C([N:29](CC)C(C)C)(C)C.